This data is from Catalyst prediction with 721,799 reactions and 888 catalyst types from USPTO. The task is: Predict which catalyst facilitates the given reaction. (1) Reactant: [Br:1][C:2]1[CH:11]=[C:10]2[C:5]([N:6]=[CH:7][C:8](Cl)=[N:9]2)=[CH:4][CH:3]=1.[N:13]1([C:19]([O:21][C:22]([CH3:25])([CH3:24])[CH3:23])=[O:20])[CH2:18][CH2:17][NH:16][CH2:15][CH2:14]1.C([O-])([O-])=O.[K+].[K+]. Product: [Br:1][C:2]1[CH:11]=[C:10]2[C:5]([N:6]=[CH:7][C:8]([N:16]3[CH2:15][CH2:14][N:13]([C:19]([O:21][C:22]([CH3:25])([CH3:24])[CH3:23])=[O:20])[CH2:18][CH2:17]3)=[N:9]2)=[CH:4][CH:3]=1. The catalyst class is: 23. (2) Reactant: [CH2:1]([O:3][C:4](=[O:43])[CH:5]([C:15]1[CH:20]=[C:19]([O:21][CH2:22][CH3:23])[CH:18]=[C:17]([O:24][Si](C(C)(C)C)(C2C=CC=CC=2)C2C=CC=CC=2)[C:16]=1[F:42])[NH:6][C:7]1[CH:12]=[CH:11][C:10]([C:13]#[N:14])=[CH:9][CH:8]=1)[CH3:2].[F-].C([N+](CCCC)(CCCC)CCCC)CCC.CCOC(C)=O. The catalyst class is: 1. Product: [CH2:1]([O:3][C:4](=[O:43])[CH:5]([NH:6][C:7]1[CH:8]=[CH:9][C:10]([C:13]#[N:14])=[CH:11][CH:12]=1)[C:15]1[CH:20]=[C:19]([O:21][CH2:22][CH3:23])[CH:18]=[C:17]([OH:24])[C:16]=1[F:42])[CH3:2]. (3) Reactant: [CH3:1][NH:2][CH3:3].[CH2:4]([O:6][C:7](=[O:22])[CH2:8][C:9]1[C:10]([Cl:21])=[CH:11][CH:12]=[C:13]2[C:18]=1[N:17]=[C:16]([CH:19]=O)[CH:15]=[CH:14]2)[CH3:5].[BH3-]C#N.[Na+].C(O)(=O)C.C([O-])(O)=O.[Na+]. Product: [CH2:4]([O:6][C:7](=[O:22])[CH2:8][C:9]1[C:10]([Cl:21])=[CH:11][CH:12]=[C:13]2[C:18]=1[N:17]=[C:16]([CH2:19][N:2]([CH3:3])[CH3:1])[CH:15]=[CH:14]2)[CH3:5]. The catalyst class is: 87. (4) Reactant: [NH2:1][C:2]1[CH:7]=[C:6]([F:8])[CH:5]=[CH:4][C:3]=1[SH:9].Br[CH2:11][C:12]1[CH:21]=[CH:20][CH:19]=[CH:18][C:13]=1[C:14]([O:16][CH3:17])=[O:15].C([O-])([O-])=O.[K+].[K+]. Product: [NH2:1][C:2]1[CH:7]=[C:6]([F:8])[CH:5]=[CH:4][C:3]=1[S:9][CH2:11][C:12]1[CH:21]=[CH:20][CH:19]=[CH:18][C:13]=1[C:14]([O:16][CH3:17])=[O:15]. The catalyst class is: 3. (5) Reactant: OCC1N(C)C2[C:10](C=1CO)=[C:9]([N+:14]([O-])=O)C(OC)=C(C)C=2.[OH:21][CH2:22][C:23]1[NH:24][C:25]2[C:26](=[O:35])[CH:27]=[CH:28][C:29](=[O:34])[C:30]=2[C:31]=1[CH2:32][OH:33].[K+].[Br-]. Product: [N:14]1([C:27]2[C:26](=[O:35])[C:25]3[NH:24][C:23]([CH2:22][OH:21])=[C:31]([CH2:32][OH:33])[C:30]=3[C:29](=[O:34])[CH:28]=2)[CH2:9][CH2:10]1. The catalyst class is: 513. (6) Reactant: [Br:1][C:2]1[CH:7]=[CH:6][C:5]([C:8]([C:18]2[N:22]([CH3:23])[N:21]=[C:20]([CH3:24])[CH:19]=2)=[N:9][NH:10]C(OC(C)(C)C)=O)=[C:4](F)[CH:3]=1.N12CCCN=C1CCCCC2. Product: [Br:1][C:2]1[CH:7]=[C:6]2[C:5]([C:8]([C:18]3[N:22]([CH3:23])[N:21]=[C:20]([CH3:24])[CH:19]=3)=[N:9][NH:10]2)=[CH:4][CH:3]=1. The catalyst class is: 7. (7) Reactant: C(=O)([O-])[O-].[K+].[K+].Cl[CH2:8][C:9]#[N:10].[CH2:11]([N:18]1[CH2:23][CH:22]2[CH2:24][CH:19]1[CH2:20][NH:21]2)[C:12]1[CH:17]=[CH:16][CH:15]=[CH:14][CH:13]=1. Product: [CH2:11]([N:18]1[CH2:23][CH:22]2[CH2:24][CH:19]1[CH2:20][N:21]2[CH2:8][C:9]#[N:10])[C:12]1[CH:13]=[CH:14][CH:15]=[CH:16][CH:17]=1. The catalyst class is: 11.